This data is from Full USPTO retrosynthesis dataset with 1.9M reactions from patents (1976-2016). The task is: Predict the reactants needed to synthesize the given product. (1) Given the product [Cl:20][C:15]1[CH:14]=[C:13]([CH:11]2[CH2:12][NH:8][CH2:9][CH:10]2[N:21]([CH2:23][C:24]2[CH:29]=[CH:28][C:27]([C:30]([F:32])([F:33])[F:31])=[C:26]([F:34])[CH:25]=2)[CH3:22])[CH:18]=[CH:17][C:16]=1[Cl:19], predict the reactants needed to synthesize it. The reactants are: C([N:8]1[CH2:12][CH:11]([C:13]2[CH:18]=[CH:17][C:16]([Cl:19])=[C:15]([Cl:20])[CH:14]=2)[CH:10]([N:21]([CH2:23][C:24]2[CH:29]=[CH:28][C:27]([C:30]([F:33])([F:32])[F:31])=[C:26]([F:34])[CH:25]=2)[CH3:22])[CH2:9]1)C1C=CC=CC=1.ClC(OCC(Cl)(Cl)Cl)=O. (2) The reactants are: [Br:1][C:2]1[CH:3]=[C:4]2[C:9](=[CH:10][C:11]=1[O:12][CH3:13])[O:8][C:7]([CH3:15])([CH3:14])[CH2:6][C:5]2=[O:16].[F:17][C:18]([F:31])([F:30])[S:19](O[S:19]([C:18]([F:31])([F:30])[F:17])(=[O:21])=[O:20])(=[O:21])=[O:20].C(C1C=C(C)C=C(C(C)(C)C)N=1)(C)(C)C. Given the product [Br:1][C:2]1[CH:3]=[C:4]2[C:9](=[CH:10][C:11]=1[O:12][CH3:13])[O:8][C:7]([CH3:14])([CH3:15])[CH:6]=[C:5]2[O:16][S:19]([C:18]([F:31])([F:30])[F:17])(=[O:21])=[O:20], predict the reactants needed to synthesize it. (3) Given the product [O:1]=[C:2]1[NH:6][C:5]2[CH:7]=[CH:8][C:9]([C:11]([NH:31][CH2:30][C@H:27]3[CH2:26][CH2:25][C@@H:24]([O:23][CH2:22][CH2:21][C:15]4[CH:16]=[CH:17][CH:18]=[CH:19][CH:20]=4)[CH2:29][CH2:28]3)=[O:13])=[CH:10][C:4]=2[O:3]1, predict the reactants needed to synthesize it. The reactants are: [O:1]=[C:2]1[NH:6][C:5]2[CH:7]=[CH:8][C:9]([C:11]([OH:13])=O)=[CH:10][C:4]=2[O:3]1.Cl.[C:15]1([CH2:21][CH2:22][O:23][C@@H:24]2[CH2:29][CH2:28][C@H:27]([CH2:30][NH2:31])[CH2:26][CH2:25]2)[CH:20]=[CH:19][CH:18]=[CH:17][CH:16]=1. (4) Given the product [Cl:1][C:2]1[C:3]([CH3:12])=[C:4]([C:5]2[CH2:14][CH2:13][O:7][N:6]=2)[C:8]([Cl:11])=[CH:9][CH:10]=1, predict the reactants needed to synthesize it. The reactants are: [Cl:1][C:2]1[C:3]([CH3:12])=[C:4]([C:8]([Cl:11])=[CH:9][CH:10]=1)[CH:5]=[N:6][OH:7].[CH2:13]=[CH2:14].[O-]Cl.[Na+]. (5) Given the product [CH3:17][O:18][C:2]1[CH:7]=[CH:6][C:5]([C:9]2[N:8]([C:3]3[CH:4]=[CH:5][CH:6]=[CH:7][C:2]=3[CH3:1])[C:16]3[CH2:15][CH2:14][NH:13][CH2:12][C:11]=3[CH:10]=2)=[CH:4][CH:3]=1, predict the reactants needed to synthesize it. The reactants are: [CH3:1][C:2]1[CH:7]=[CH:6][CH:5]=[CH:4][C:3]=1[N:8]1[C:16]2[CH2:15][CH2:14][NH:13][CH2:12][C:11]=2[CH:10]=[CH:9]1.[CH3:17][OH:18]. (6) Given the product [S:13]1[C:8]2=[N:9][CH:10]=[CH:11][CH:12]=[C:7]2[CH:6]=[C:5]1[C:3]([OH:4])=[O:2], predict the reactants needed to synthesize it. The reactants are: C[O:2][C:3]([C:5]1[S:13][C:8]2=[N:9][CH:10]=[CH:11][CH:12]=[C:7]2[CH:6]=1)=[O:4].[OH-].[Na+]. (7) Given the product [OH:1][C:2]1[CH:7]=[CH:6][C:5]([C:8]2[CH:9]=[C:10]([C:15]3[CH:16]=[C:17]([O:21][CH2:22][C:23]([NH:36][CH2:35][CH2:34][CH2:33][N:30]4[CH2:31][CH2:32][O:27][CH2:28][CH2:29]4)=[O:24])[CH:18]=[CH:19][CH:20]=3)[NH:11][C:12](=[O:14])[N:13]=2)=[CH:4][C:3]=1[CH3:26], predict the reactants needed to synthesize it. The reactants are: [OH:1][C:2]1[CH:7]=[CH:6][C:5]([C:8]2[CH:9]=[C:10]([C:15]3[CH:16]=[C:17]([O:21][CH2:22][C:23](O)=[O:24])[CH:18]=[CH:19][CH:20]=3)[NH:11][C:12](=[O:14])[N:13]=2)=[CH:4][C:3]=1[CH3:26].[O:27]1[CH2:32][CH2:31][N:30]([CH2:33][CH2:34][CH2:35][NH2:36])[CH2:29][CH2:28]1.ON1C2C=CC=CC=2N=N1.CCN=C=NCCC[N+](C)(C)C.[I-]. (8) Given the product [CH:10]12[CH2:11][CH:6]3[CH2:7][CH:8]([CH2:12][CH:4]([CH2:5]3)[CH:3]1[NH:2][C:18]([N:20]1[CH2:21][CH2:22][C:37]3([C:47]4[C:42](=[CH:43][CH:44]=[CH:45][CH:46]=4)[CH:41]([CH2:48][C:49]([OH:51])=[O:50])[CH2:40]3)[CH2:36][CH2:24]1)=[O:19])[CH2:9]2, predict the reactants needed to synthesize it. The reactants are: Cl.[NH2:2][CH:3]1[CH:10]2[CH2:11][CH:6]3[CH2:7][CH:8]([CH2:12][CH:4]1[CH2:5]3)[CH2:9]2.C1N=CN([C:18]([N:20]2[CH:24]=N[CH:22]=[CH:21]2)=[O:19])C=1.CCN(C(C)C)C(C)C.N1CC[C:37]2([C:47]3[C:42](=[CH:43][CH:44]=[CH:45][CH:46]=3)[CH:41]([CH2:48][C:49]([OH:51])=[O:50])[CH2:40]2)[CH2:36]C1. (9) Given the product [C:24]([C:21]1[N:20]=[C:19]([NH:28][CH2:29][C:30]2[O:31][CH:32]=[CH:33][CH:34]=2)[C:18]([C:16]([N:11]([CH2:12][CH:13]([CH3:14])[CH3:15])[C@H:10]([C:35]([NH:38][CH2:39][CH2:40][OH:41])=[O:37])[CH2:9][NH:8][C:6](=[O:7])[O:5][C:1]([CH3:2])([CH3:4])[CH3:3])=[O:17])=[CH:23][N:22]=1)([CH3:27])([CH3:25])[CH3:26], predict the reactants needed to synthesize it. The reactants are: [C:1]([O:5][C:6]([NH:8][CH2:9][C@@H:10]([C:35]([OH:37])=O)[N:11]([C:16]([C:18]1[C:19]([NH:28][CH2:29][C:30]2[O:31][CH:32]=[CH:33][CH:34]=2)=[N:20][C:21]([C:24]([CH3:27])([CH3:26])[CH3:25])=[N:22][CH:23]=1)=[O:17])[CH2:12][CH:13]([CH3:15])[CH3:14])=[O:7])([CH3:4])([CH3:3])[CH3:2].[NH2:38][CH2:39][CH2:40][OH:41].C(N(C(C)C)CC)(C)C.CN([P+](ON1N=NC2C=CC=CC1=2)(N(C)C)N(C)C)C.F[P-](F)(F)(F)(F)F.